From a dataset of Forward reaction prediction with 1.9M reactions from USPTO patents (1976-2016). Predict the product of the given reaction. (1) Given the reactants [Cl:1][C:2]1[C:3]([C:10]([O:12]C)=[O:11])=[N:4][C:5]([Cl:9])=[CH:6][C:7]=1[Cl:8].[OH-].[Na+], predict the reaction product. The product is: [Cl:1][C:2]1[C:3]([C:10]([OH:12])=[O:11])=[N:4][C:5]([Cl:9])=[CH:6][C:7]=1[Cl:8]. (2) Given the reactants [Br:1][C:2]1[CH:3]=[C:4]([N:12]([CH2:19][CH3:20])[CH:13]2[CH2:18][CH2:17][O:16][CH2:15][CH2:14]2)[C:5]([CH3:11])=[C:6]([CH:10]=1)[C:7]([OH:9])=O.Cl.[NH2:22][CH2:23][C:24]1[C:25](=[O:34])[NH:26][C:27]([CH3:33])=[CH:28][C:29]=1[CH:30]([CH3:32])[CH3:31].C1CN([P+](ON2N=NC3C=CC=CC2=3)(N2CCCC2)N2CCCC2)CC1.F[P-](F)(F)(F)(F)F.CCN(C(C)C)C(C)C, predict the reaction product. The product is: [Br:1][C:2]1[CH:3]=[C:4]([N:12]([CH2:19][CH3:20])[CH:13]2[CH2:18][CH2:17][O:16][CH2:15][CH2:14]2)[C:5]([CH3:11])=[C:6]([CH:10]=1)[C:7]([NH:22][CH2:23][C:24]1[C:25](=[O:34])[NH:26][C:27]([CH3:33])=[CH:28][C:29]=1[CH:30]([CH3:31])[CH3:32])=[O:9]. (3) Given the reactants [Si]([O:8][CH2:9][C:10]1[S:11][CH:12]=[CH:13][N:14]=1)(C(C)(C)C)(C)C.[F:15][C:16]([F:43])([F:42])[C:17]([C:26]1[CH:27]=[C:28]2[C:32](=[CH:33][CH:34]=1)[N:31]([C:35]1[CH:40]=[CH:39][C:38]([F:41])=[CH:37][CH:36]=1)[N:30]=[CH:29]2)(C1N=C(CO)SC=1)[OH:18], predict the reaction product. The product is: [F:43][C:16]([F:15])([F:42])[C:17]([C:26]1[CH:27]=[C:28]2[C:32](=[CH:33][CH:34]=1)[N:31]([C:35]1[CH:40]=[CH:39][C:38]([F:41])=[CH:37][CH:36]=1)[N:30]=[CH:29]2)([C:12]1[S:11][C:10]([CH2:9][OH:8])=[N:14][CH:13]=1)[OH:18]. (4) The product is: [Si:1]([O:8][C@@H:9]([CH2:22][CH2:23][CH2:24][CH2:25][CH2:26][CH3:27])[C@H:10]([N:12]1[CH:20]=[N:19][C:18]2[C:13]1=[N:14][CH:15]=[N:16][C:17]=2[NH2:28])[CH3:11])([C:4]([CH3:7])([CH3:6])[CH3:5])([CH3:3])[CH3:2].[Si:1]([O:8][C@@H:9]([CH2:22][CH2:23][CH2:24][CH2:25][CH2:26][CH3:27])[C@H:10]([N:12]1[CH:20]=[N:19][C:18]2[C:13]1=[N:14][CH:15]=[N:16][C:17]=2[O:33][CH3:32])[CH3:11])([C:4]([CH3:7])([CH3:6])[CH3:5])([CH3:3])[CH3:2]. Given the reactants [Si:1]([O:8][C@@H:9]([CH2:22][CH2:23][CH2:24][CH2:25][CH2:26][CH3:27])[C@H:10]([N:12]1[CH:20]=[N:19][C:18]2[C:13]1=[N:14][CH:15]=[N:16][C:17]=2Cl)[CH3:11])([C:4]([CH3:7])([CH3:6])[CH3:5])([CH3:3])[CH3:2].[NH3:28].ClCCl.[CH3:32][OH:33], predict the reaction product. (5) Given the reactants [CH3:1][C:2]1[C:7]2[C:8](=[O:30])[NH:9][N:10](C(C3C=CC=CC=3)(C3C=CC=CC=3)C3C=CC=CC=3)[C:6]=2[CH:5]=[C:4]([NH:31][C:32]([NH:34][C@@H:35]([C:37]2[CH:42]=[CH:41][CH:40]=[CH:39][CH:38]=2)[CH3:36])=[O:33])[N:3]=1.C([O-])([O-])=O.[Cs+].[Cs+].I[CH:50]1[CH2:55][CH2:54][O:53][CH2:52][CH2:51]1.C([SiH](CC)CC)C, predict the reaction product. The product is: [CH3:1][C:2]1[C:7]2[C:8]([O:30][CH:50]3[CH2:55][CH2:54][O:53][CH2:52][CH2:51]3)=[N:9][NH:10][C:6]=2[CH:5]=[C:4]([NH:31][C:32]([NH:34][C@@H:35]([C:37]2[CH:38]=[CH:39][CH:40]=[CH:41][CH:42]=2)[CH3:36])=[O:33])[N:3]=1. (6) Given the reactants [CH:1]1[CH:2]=[C:3]([CH2:6][NH:7][C:8]2[C:13]([C:14]([OH:16])=[O:15])=[CH:12][C:11]([S:17]([NH2:20])(=[O:19])=[O:18])=[C:10]([Cl:21])[CH:9]=2)[O:4][CH:5]=1.Br[CH2:23][CH2:24][CH2:25][C:26]([O:28][CH2:29][CH3:30])=[O:27].C1CN2C(=NCCC2)C1.C(#N)C, predict the reaction product. The product is: [NH2:20][S:17]([C:11]1[C:10]([Cl:21])=[CH:9][C:8]([NH:7][CH2:6][C:3]2[O:4][CH:5]=[CH:1][CH:2]=2)=[C:13]([CH:12]=1)[C:14]([O:16][CH2:23][CH2:24][CH2:25][C:26]([O:28][CH2:29][CH3:30])=[O:27])=[O:15])(=[O:19])=[O:18]. (7) Given the reactants [C:1]([CH:5]1[CH2:10][CH2:9][CH:8]([NH:11][CH2:12][C:13]2[CH:27]=[CH:26][C:16]([C:17]([NH:19][CH2:20][C@@H:21]([OH:25])[C:22]([OH:24])=[O:23])=[O:18])=[CH:15][CH:14]=2)[CH2:7][CH2:6]1)([CH3:4])([CH3:3])[CH3:2].[F:28][C:29]([F:42])([F:41])[O:30][C:31]1[CH:36]=[CH:35][C:34]([CH2:37][C:38](O)=[O:39])=[CH:33][CH:32]=1.C(N(C(C)C)CC)(C)C.F[P-](F)(F)(F)(F)F.Br[P+](N1CCCC1)(N1CCCC1)N1CCCC1, predict the reaction product. The product is: [C:1]([CH:5]1[CH2:10][CH2:9][CH:8]([N:11]([CH2:12][C:13]2[CH:14]=[CH:15][C:16]([C:17]([NH:19][CH2:20][C@@H:21]([OH:25])[C:22]([OH:24])=[O:23])=[O:18])=[CH:26][CH:27]=2)[C:38](=[O:39])[CH2:37][C:34]2[CH:35]=[CH:36][C:31]([O:30][C:29]([F:41])([F:28])[F:42])=[CH:32][CH:33]=2)[CH2:7][CH2:6]1)([CH3:4])([CH3:2])[CH3:3]. (8) Given the reactants C1(C)C=CC=CC=1.Br[C:9]1[CH:14]=[CH:13][C:12]([F:15])=[CH:11][C:10]=1[C:16]1[N:20]([C:21]([CH3:24])([CH3:23])[CH3:22])[N:19]=[CH:18][C:17]=1[C@@H:25]([CH:40]1[CH2:42][CH2:41]1)[NH:26][S:27]([C:30]1[CH:31]=[N:32][C:33]([C:36]([F:39])([F:38])[F:37])=[CH:34][CH:35]=1)(=[O:29])=[O:28].CNCCNC.C(=O)([O-])[O-].[K+].[K+], predict the reaction product. The product is: [C:21]([N:20]1[C:16]2[C:10]3[CH:11]=[C:12]([F:15])[CH:13]=[CH:14][C:9]=3[N:26]([S:27]([C:30]3[CH:31]=[N:32][C:33]([C:36]([F:39])([F:37])[F:38])=[CH:34][CH:35]=3)(=[O:28])=[O:29])[C@H:25]([CH:40]3[CH2:42][CH2:41]3)[C:17]=2[CH:18]=[N:19]1)([CH3:23])([CH3:24])[CH3:22]. (9) The product is: [CH3:1][O:2][C:3](=[O:16])[CH:4]([O:8][C:9]1[CH:10]=[CH:11][C:12]([Cl:15])=[CH:13][CH:14]=1)[CH2:5][CH2:6][O:7][S:31]([C:28]1[CH:29]=[CH:30][C:25]([CH3:24])=[CH:26][CH:27]=1)(=[O:33])=[O:32]. Given the reactants [CH3:1][O:2][C:3](=[O:16])[CH:4]([O:8][C:9]1[CH:14]=[CH:13][C:12]([Cl:15])=[CH:11][CH:10]=1)[CH2:5][CH2:6][OH:7].C(N(CC)CC)C.[CH3:24][C:25]1[CH:30]=[CH:29][C:28]([S:31](Cl)(=[O:33])=[O:32])=[CH:27][CH:26]=1, predict the reaction product. (10) The product is: [CH2:16]([O:23][C:7]1[C:2]([F:1])=[C:3]([CH2:12][C:13](=[O:15])[CH3:14])[C:4]([N+:9]([O-:11])=[O:10])=[CH:5][CH:6]=1)[C:17]1[CH:22]=[CH:21][CH:20]=[CH:19][CH:18]=1. Given the reactants [F:1][C:2]1[C:7](F)=[CH:6][CH:5]=[C:4]([N+:9]([O-:11])=[O:10])[C:3]=1[CH2:12][C:13](=[O:15])[CH3:14].[CH2:16]([OH:23])[C:17]1[CH:22]=[CH:21][CH:20]=[CH:19][CH:18]=1.[Li+].[OH-].O.Cl, predict the reaction product.